From a dataset of Forward reaction prediction with 1.9M reactions from USPTO patents (1976-2016). Predict the product of the given reaction. Given the reactants [NH2:1][C:2]([C:4]1[CH:5]=[N:6][C:7]2[C:12]([C:13]=1[NH:14][C:15]1[CH:16]=[C:17]([CH:23]=[CH:24][CH:25]=1)[C:18]([O:20][CH2:21][CH3:22])=[O:19])=[CH:11][CH:10]=[C:9](Br)[CH:8]=2)=[O:3].[CH2:27]([O:34][C:35]1[N:40]=[C:39]([O:41][CH2:42][C:43]2[CH:48]=[CH:47][CH:46]=[CH:45][CH:44]=2)[C:38](B(O)O)=[CH:37][N:36]=1)[C:28]1[CH:33]=[CH:32][CH:31]=[CH:30][CH:29]=1.C(=O)(O)[O-].[Na+], predict the reaction product. The product is: [NH2:1][C:2]([C:4]1[CH:5]=[N:6][C:7]2[C:12]([C:13]=1[NH:14][C:15]1[CH:16]=[C:17]([CH:23]=[CH:24][CH:25]=1)[C:18]([O:20][CH2:21][CH3:22])=[O:19])=[CH:11][CH:10]=[C:9]([C:38]1[C:39]([O:41][CH2:42][C:43]3[CH:44]=[CH:45][CH:46]=[CH:47][CH:48]=3)=[N:40][C:35]([O:34][CH2:27][C:28]3[CH:33]=[CH:32][CH:31]=[CH:30][CH:29]=3)=[N:36][CH:37]=1)[CH:8]=2)=[O:3].